Task: Predict the product of the given reaction.. Dataset: Forward reaction prediction with 1.9M reactions from USPTO patents (1976-2016) (1) The product is: [CH3:27][C:26]1[NH:25][C:17]2[C:16]([CH:15]=1)=[C:21]([N+:22]([O-:24])=[O:23])[CH:20]=[CH:19][CH:18]=2. Given the reactants C(OCC)(=O)C(OCC)=O.[O-]CC.[K+].[CH3:15][C:16]1[C:21]([N+:22]([O-:24])=[O:23])=[CH:20][CH:19]=[CH:18][C:17]=1[N:25]=[C:26](OCC)[CH3:27], predict the reaction product. (2) Given the reactants [C:1]1([S:7]([C:10]2[C:15](=[NH:16])[N:14]3[CH:17]=[CH:18][CH:19]=[CH:20][C:13]3=[N:12][C:11]=2SC)(=[O:9])=[O:8])[CH:6]=[CH:5][CH:4]=[CH:3][CH:2]=1.[CH2:23]([CH2:25][NH2:26])[OH:24], predict the reaction product. The product is: [C:1]1([S:7]([C:10]2[C:15](=[NH:16])[N:14]3[CH:17]=[CH:18][CH:19]=[CH:20][C:13]3=[N:12][C:11]=2[NH:26][CH2:25][CH2:23][OH:24])(=[O:9])=[O:8])[CH:6]=[CH:5][CH:4]=[CH:3][CH:2]=1. (3) The product is: [N:3]1([C:6]([O:22][CH2:21][CH2:20][NH:19][C:18]([O:17][C:13]([CH3:16])([CH3:14])[CH3:15])=[O:23])=[O:7])[CH:2]=[CH:1][N:5]=[CH:4]1. Given the reactants [CH:1]1[N:5]=[CH:4][N:3]([C:6](N2C=NC=C2)=[O:7])[CH:2]=1.[C:13]([O:17][C:18](=[O:23])[NH:19][CH2:20][CH2:21][OH:22])([CH3:16])([CH3:15])[CH3:14], predict the reaction product. (4) The product is: [Cl:1][C:2]1[CH:7]=[CH:6][CH:5]=[CH:4][C:3]=1[C:8]1([C:9]([O:11][CH3:12])=[O:10])[CH2:18][CH:17]1/[CH:16]=[CH:15]/[C:19]1[CH:24]=[CH:23][CH:22]=[CH:21][CH:20]=1. Given the reactants [Cl:1][C:2]1[CH:7]=[CH:6][CH:5]=[CH:4][C:3]=1[C:8](=[N+]=[N-])[C:9]([O:11][CH3:12])=[O:10].[CH:15](/[C:19]1[CH:24]=[CH:23][CH:22]=[CH:21][CH:20]=1)=[CH:16]\[CH:17]=[CH2:18], predict the reaction product. (5) Given the reactants [C:1]([C:3]1[CH:8]=[CH:7][CH:6]=[CH:5][C:4]=1[C:9]1[CH:14]=[CH:13][C:12]([CH2:15][NH:16][C:17]2[C:26]([N+:27]([O-])=O)=[CH:25][CH:24]=[CH:23][C:18]=2[C:19]([O:21][CH3:22])=[O:20])=[CH:11][CH:10]=1)#[N:2].[Sn].Cl.[OH-].[Na+], predict the reaction product. The product is: [NH2:27][C:26]1[C:17]([NH:16][CH2:15][C:12]2[CH:13]=[CH:14][C:9]([C:4]3[CH:5]=[CH:6][CH:7]=[CH:8][C:3]=3[C:1]#[N:2])=[CH:10][CH:11]=2)=[C:18]([CH:23]=[CH:24][CH:25]=1)[C:19]([O:21][CH3:22])=[O:20]. (6) Given the reactants Cl[C:2]1[CH:11]=[CH:10][C:9]2[C:4](=[CH:5][CH:6]=[C:7]([OH:12])[CH:8]=2)[N:3]=1.[CH3:13][C:14]1[CH:15]=[C:16]([CH:21]=[CH:22][C:23]=1B1OC(C)(C)C(C)(C)O1)[C:17]([O:19]C)=[O:18], predict the reaction product. The product is: [OH:12][C:7]1[CH:8]=[C:9]2[C:4](=[CH:5][CH:6]=1)[N:3]=[C:2]([C:23]1[CH:22]=[CH:21][C:16]([C:17]([OH:19])=[O:18])=[CH:15][C:14]=1[CH3:13])[CH:11]=[CH:10]2. (7) Given the reactants [C:1]([Si:4]([CH:11]1[CH2:13][CH2:12]1)([CH:8]([CH3:10])[CH3:9])[CH:5]([CH3:7])[CH3:6])(=[O:3])[CH3:2].[CH3:14][Li], predict the reaction product. The product is: [CH:11]1([Si:4]([C:1]([OH:3])([CH3:14])[CH3:2])([CH:8]([CH3:9])[CH3:10])[CH:5]([CH3:6])[CH3:7])[CH2:13][CH2:12]1. (8) Given the reactants [F:1][C:2]1[CH:34]=[CH:33][C:5]([CH2:6][CH2:7][C:8]2[C:9]([C:30](O)=[O:31])=[N:10][C:11]([O:14][CH:15]([C:23]3[CH:28]=[CH:27][C:26]([F:29])=[CH:25][CH:24]=3)[CH2:16][C:17]3[N:21]([CH3:22])[CH:20]=[N:19][CH:18]=3)=[CH:12][CH:13]=2)=[CH:4][CH:3]=1.[C:35]([O:39][C:40](=[O:47])[C@H:41]([CH2:43][CH2:44][S:45][CH3:46])[NH2:42])([CH3:38])([CH3:37])[CH3:36].Cl.C(Cl)CCl, predict the reaction product. The product is: [F:1][C:2]1[CH:34]=[CH:33][C:5]([CH2:6][CH2:7][C:8]2[C:9]([C:30]([NH:42][C@@H:41]([CH2:43][CH2:44][S:45][CH3:46])[C:40]([O:39][C:35]([CH3:38])([CH3:37])[CH3:36])=[O:47])=[O:31])=[N:10][C:11]([O:14][CH:15]([C:23]3[CH:24]=[CH:25][C:26]([F:29])=[CH:27][CH:28]=3)[CH2:16][C:17]3[N:21]([CH3:22])[CH:20]=[N:19][CH:18]=3)=[CH:12][CH:13]=2)=[CH:4][CH:3]=1. (9) Given the reactants Br[C:2]1[CH:3]=[C:4]([NH:8][CH:9]([C:13]2[CH:18]=[CH:17][CH:16]=[CH:15][C:14]=2[Cl:19])[C:10]([NH2:12])=[O:11])[CH:5]=[N:6][CH:7]=1.C([O-])([O-])=O.[K+].[K+].[Cl:26][C:27]1[CH:28]=[CH:29][C:30]([F:36])=[C:31](B(O)O)[CH:32]=1, predict the reaction product. The product is: [Cl:26][C:27]1[CH:32]=[CH:31][C:30]([F:36])=[C:29]([C:2]2[CH:3]=[C:4]([NH:8][CH:9]([C:13]3[CH:18]=[CH:17][CH:16]=[CH:15][C:14]=3[Cl:19])[C:10]([NH2:12])=[O:11])[CH:5]=[N:6][CH:7]=2)[CH:28]=1.